This data is from Catalyst prediction with 721,799 reactions and 888 catalyst types from USPTO. The task is: Predict which catalyst facilitates the given reaction. (1) Reactant: [N:1]1[C:10]2[C:5](=[CH:6][CH:7]=[CH:8][C:9]=2[C:11]2[CH:12]=[C:13]([OH:17])[CH:14]=[CH:15][CH:16]=2)[CH:4]=[CH:3][CH:2]=1.Cl[CH2:19][C@H:20]1[CH2:22][O:21]1.C([O-])([O-])=O.[K+].[K+]. Product: [O:21]1[CH2:22][C@H:20]1[CH2:19][O:17][C:13]1[CH:12]=[C:11]([C:9]2[CH:8]=[CH:7][CH:6]=[C:5]3[C:10]=2[N:1]=[CH:2][CH:3]=[CH:4]3)[CH:16]=[CH:15][CH:14]=1. The catalyst class is: 23. (2) Reactant: [Cl:1][C:2]1[CH:7]=[CH:6][CH:5]=[CH:4][C:3]=1Br.C(=O)([O-])[O-].[Na+].[Na+].[Cl:15][C:16]1[CH:21]=[CH:20][CH:19]=[C:18]([O:22][CH3:23])[C:17]=1B(O)O. Product: [Cl:15][C:16]1[CH:21]=[CH:20][CH:19]=[C:18]([O:22][CH3:23])[C:17]=1[C:3]1[CH:4]=[CH:5][CH:6]=[CH:7][C:2]=1[Cl:1]. The catalyst class is: 108. (3) Reactant: C[Si]([N-][Si](C)(C)C)(C)C.[Li+].[Br:11][C:12]1[CH:17]=[CH:16][C:15]([CH2:18][C:19]([O:21][CH2:22][C:23]2[CH:28]=[CH:27][CH:26]=[CH:25][CH:24]=2)=[O:20])=[CH:14][CH:13]=1.[C:29]([O:33][C:34](=[O:37])[CH2:35]Br)([CH3:32])([CH3:31])[CH3:30].[Cl-].[NH4+]. Product: [Br:11][C:12]1[CH:13]=[CH:14][C:15]([CH:18]([CH2:35][C:34]([O:33][C:29]([CH3:32])([CH3:31])[CH3:30])=[O:37])[C:19]([O:21][CH2:22][C:23]2[CH:24]=[CH:25][CH:26]=[CH:27][CH:28]=2)=[O:20])=[CH:16][CH:17]=1. The catalyst class is: 1. (4) Reactant: [N:1]1([CH:6]2[C:15]3[C:10](=[CH:11][CH:12]=[CH:13][CH:14]=3)[NH:9][C:8](=O)[C:7]2([CH3:18])[CH3:17])[CH:5]=[CH:4][N:3]=[CH:2]1.B.C1COCC1.Cl.[H][H].[OH-].[Na+]. Product: [N:1]1([CH:6]2[C:15]3[C:10](=[CH:11][CH:12]=[CH:13][CH:14]=3)[NH:9][CH2:8][C:7]2([CH3:18])[CH3:17])[CH:5]=[CH:4][N:3]=[CH:2]1. The catalyst class is: 1.